Dataset: Full USPTO retrosynthesis dataset with 1.9M reactions from patents (1976-2016). Task: Predict the reactants needed to synthesize the given product. (1) Given the product [Cl:1][C:2]1[CH:3]=[CH:4][C:5]([C:8]([NH:44][C:45]2[CH:46]=[CH:47][C:48]3[CH2:54][CH2:53][CH2:52][C:51]([C:55]([O:57][CH3:58])=[O:56])=[C:50]([CH3:59])[C:49]=3[CH:60]=2)=[O:10])=[N:6][CH:7]=1, predict the reactants needed to synthesize it. The reactants are: [Cl:1][C:2]1[CH:3]=[CH:4][C:5]([C:8]([OH:10])=O)=[N:6][CH:7]=1.CN(C(ON1N=NC2C=CC=NC1=2)=[N+](C)C)C.F[P-](F)(F)(F)(F)F.CCN(C(C)C)C(C)C.[NH2:44][C:45]1[CH:46]=[CH:47][C:48]2[CH2:54][CH2:53][CH2:52][C:51]([C:55]([O:57][CH3:58])=[O:56])=[C:50]([CH3:59])[C:49]=2[CH:60]=1. (2) Given the product [NH2:2][C:3]1[C:4]2[C:14]([O:15][CH2:16][C@H:17]3[CH2:22][CH2:21][CH2:20][N:19]([CH2:34][CH2:33][CH:30]4[CH2:32][CH2:31]4)[CH2:18]3)=[CH:13][CH:12]=[CH:11][C:5]=2[NH:6][S:7](=[O:9])(=[O:10])[N:8]=1, predict the reactants needed to synthesize it. The reactants are: Cl.[NH2:2][C:3]1[C:4]2[C:14]([O:15][CH2:16][C@H:17]3[CH2:22][CH2:21][CH2:20][NH:19][CH2:18]3)=[CH:13][CH:12]=[CH:11][C:5]=2[NH:6][S:7](=[O:10])(=[O:9])[N:8]=1.C(N(CC)CC)C.[CH:30]1([CH2:33][C:34](O)=O)[CH2:32][CH2:31]1.C1C=CC2N(O)N=NC=2C=1.CCN=C=NCCCN(C)C.Cl. (3) Given the product [F:1][C:2]1[CH:7]=[CH:6][C:5]([F:8])=[CH:4][C:3]=1[C:9]1[CH2:13][N:12]([C:14]([N:16]([CH3:17])[CH3:18])=[O:15])[C:11]([CH2:25][CH2:26][C:27]([OH:29])=[O:28])([C:19]2[CH:24]=[CH:23][CH:22]=[CH:21][CH:20]=2)[CH:10]=1, predict the reactants needed to synthesize it. The reactants are: [F:1][C:2]1[CH:7]=[CH:6][C:5]([F:8])=[CH:4][C:3]=1[C:9]1[CH2:13][N:12]([C:14]([N:16]([CH3:18])[CH3:17])=[O:15])[C:11]([CH2:25][CH2:26][C:27]([O:29]C)=[O:28])([C:19]2[CH:24]=[CH:23][CH:22]=[CH:21][CH:20]=2)[CH:10]=1.[OH-].[Na+]. (4) Given the product [NH2:25][C:26]1[CH:33]=[CH:32][CH:31]=[CH:30][C:27]=1[CH2:28][NH:29][C:2]1[C:11]2[C:6](=[CH:7][C:8]([NH:15][CH2:16][CH3:17])=[C:9]([N+:12]([O-:14])=[O:13])[CH:10]=2)[N:5]=[CH:4][N:3]=1, predict the reactants needed to synthesize it. The reactants are: Cl[C:2]1[C:11]2[C:6](=[CH:7][C:8]([NH:15][CH2:16][CH3:17])=[C:9]([N+:12]([O-:14])=[O:13])[CH:10]=2)[N:5]=[CH:4][N:3]=1.C(N(CC)CC)C.[NH2:25][C:26]1[CH:33]=[CH:32][CH:31]=[CH:30][C:27]=1[CH2:28][NH2:29].